This data is from Full USPTO retrosynthesis dataset with 1.9M reactions from patents (1976-2016). The task is: Predict the reactants needed to synthesize the given product. (1) Given the product [Br:25][C:26]1[N:31]=[CH:30][C:29]([CH:32]=[CH:33][C:34]([NH:2][CH2:3][C:4]2[CH:9]=[C:8]([F:10])[C:7]([NH:11][S:12]([CH3:15])(=[O:14])=[O:13])=[C:6]([C:16]#[CH:17])[CH:5]=2)=[O:35])=[CH:28][CH:27]=1, predict the reactants needed to synthesize it. The reactants are: Cl.[NH2:2][CH2:3][C:4]1[CH:9]=[C:8]([F:10])[C:7]([NH:11][S:12]([CH3:15])(=[O:14])=[O:13])=[C:6]([C:16]#[CH:17])[CH:5]=1.C(N(CC)CC)C.[Br:25][C:26]1[N:31]=[CH:30][C:29]([CH:32]=[CH:33][C:34](O)=[O:35])=[CH:28][CH:27]=1.C[N+]1(C2N=C(OC)N=C(OC)N=2)CCOCC1.[Cl-]. (2) Given the product [Cl:1][C:2]1[CH:3]=[C:4]2[C:9](=[CH:10][C:11]=1[O:12][C:13]1[CH:21]=[CH:20][C:16]([C:17](=[O:18])[NH:51][CH2:50][CH2:49][C:44]3[C:45]([O:47][CH3:48])=[N:46][C:41]([CH:38]4[CH2:39][CH2:40]4)=[CH:42][CH:43]=3)=[CH:15][CH:14]=1)[O:8][CH2:7][CH2:6][CH:5]2[C:22]([O:24][CH2:25][CH3:26])=[O:23], predict the reactants needed to synthesize it. The reactants are: [Cl:1][C:2]1[CH:3]=[C:4]2[C:9](=[CH:10][C:11]=1[O:12][C:13]1[CH:21]=[CH:20][C:16]([C:17](O)=[O:18])=[CH:15][CH:14]=1)[O:8][CH2:7][CH2:6][CH:5]2[C:22]([O:24][CH2:25][CH3:26])=[O:23].O.ON1C2C=CC=CC=2N=N1.[CH:38]1([C:41]2[N:46]=[C:45]([O:47][CH3:48])[C:44]([CH2:49][CH2:50][NH2:51])=[CH:43][CH:42]=2)[CH2:40][CH2:39]1.Cl.C(N=C=NCCCN(C)C)C. (3) The reactants are: [CH3:1][CH:2]([CH3:25])[CH2:3][CH:4]([C:10]1[CH:15]=[CH:14][C:13]([N+:16]([O-])=O)=[C:12]([O:19][CH2:20][C:21]([F:24])([F:23])[F:22])[CH:11]=1)[C:5]([O:7][CH2:8][CH3:9])=[O:6]. Given the product [NH2:16][C:13]1[CH:14]=[CH:15][C:10]([CH:4]([CH2:3][CH:2]([CH3:1])[CH3:25])[C:5]([O:7][CH2:8][CH3:9])=[O:6])=[CH:11][C:12]=1[O:19][CH2:20][C:21]([F:22])([F:23])[F:24], predict the reactants needed to synthesize it.